Dataset: Reaction yield outcomes from USPTO patents with 853,638 reactions. Task: Predict the reaction yield, written as a fraction of the theoretical maximum amount of product (1.0 means a 100% yield; for example, 0.34 means a 34% yield). The reactants are [Br:1][C:2]1[C:7]([O:8][CH2:9][CH3:10])=[C:6]([F:11])[CH:5]=[C:4]([Cl:12])[C:3]=1[NH2:13].[C:14](OC(=O)C)(=[O:16])[CH3:15]. No catalyst specified. The product is [Br:1][C:2]1[C:7]([O:8][CH2:9][CH3:10])=[C:6]([F:11])[CH:5]=[C:4]([Cl:12])[C:3]=1[NH:13][C:14](=[O:16])[CH3:15]. The yield is 0.760.